From a dataset of Experimentally validated miRNA-target interactions with 360,000+ pairs, plus equal number of negative samples. Binary Classification. Given a miRNA mature sequence and a target amino acid sequence, predict their likelihood of interaction. (1) The miRNA is mmu-miR-466f-3p with sequence CAUACACACACACAUACACAC. The protein sequence of the target gene is MVPIRPALAPWPRHLLRCVLLLGGLRLGHPADSAAALLEPDVFLIFSQGMQGCLEAQGVQVRVTPVCNASLPAQRWKWVSRNRLFNLGATQCLGTGWPVTNTTVSLGMYECDREALSLRWQCRTLGDQLSLLLGARASNASKPGTLERGDQTRSGHWNIYGSEEDLCARPYYEVYTIQGNSHGKPCTIPFKYDNQWFHGCTSTGREDGHLWCATTQDYGKDERWGFCPIKSNDCETFWDKDQLTDSCYQFNFQSTLSWREAWASCEQQGADLLSITEIHEQTYINGLLTGYSSTLWIGLN.... Result: 1 (interaction). (2) The miRNA is mmu-miR-343 with sequence UCUCCCUUCAUGUGCCCAGA. The protein sequence of the target gene is MGGGERYNIPDPQSRNASKNQEQQNRQKSKDQNSSQTKIAHKKKERGHGYNPAAAAWQAMQNGGKTKSLSNNSNWNAGLSSPSLLFKSQASQNYAGAKFSEPPSPSVLPKPPSHWVHVSLNPSDKETMTFQLKTLLKVQV. Result: 0 (no interaction). (3) The miRNA is hsa-miR-5699-3p with sequence UCCUGUCUUUCCUUGUUGGAGC. The protein sequence of the target gene is MERKRWECPALPQGWEREEVPRRSGLSAGHRDVFYYSPSGKKFRSKPQLARYLGGSMDLSTFDFRTGKMLMSKMNKSRQRVRYDSSNQVKGKPDLNTALPVRQTASIFKQPVTKITNHPSNKVKSDPQKAVDQPRQLFWEKKLSGLNAFDIAEELVKTMDLPKGLQGVGPGCTDETLLSAIASALHTSTMPITGQLSAAVEKNPGVWLNTTQPLCKAFMVTDEDIRKQEELVQQVRKRLEEALMADMLAHVEELARDGEAPLDKACAEDDDEEDEEEEEEEPDPDPEMEHV. Result: 1 (interaction). (4) The miRNA is hsa-miR-124-3p with sequence UAAGGCACGCGGUGAAUGCCAA. The protein sequence of the target gene is MVLPPPDRRHVCLTTLVIMGSMAVMDAYLVEQNQGPRKIGVCIIVLVGDVCFLLVLRYVAVWVGAEVRTAKRGYAMILWFLYIFVLEIKLYFIFQNYKAARRGAADPVARKALTLLLSVCVPGLFLLLVALDRMEYVRTFRKREDLRGRLFWVALDLLDLLDMQASLWEPPRSGLPLWAEGLTFFYCYMLLLVLPCVALSEVSMQGEHIAPQKMMLYPVLSLATVNVVAVLARAANMALFRDSRVSAIFVGKNVVALATKACTFLEYRRQVRDFPPPALSLELQPPPPQRNSVPPPPPPL.... Result: 1 (interaction). (5) The miRNA is hsa-miR-578 with sequence CUUCUUGUGCUCUAGGAUUGU. The protein sequence of the target gene is MKWITPASLILLLHFAASKALHENEFGIASTLDSSQCVTEKNVLSIATITFTQFVPEATEEEVNKMTSDVLAAMKKNSGDGCLESQLSVFLDEICHETELSNKYGLSGCCSQSGVERHQCLLARKKTAPASVPPFQFPEPAESCKAHEENRAVFMNRFIYEVSRRNPFMYAPAILSLAAQYDKVVLACCKADNKEECFQTKRASIAKELREGSMLNEHVCSVIRKFGSRNLQATTIIKLSQKLTEANFTEIQKLALDVAHIHEECCQGNSLECLQDGEKVMTYICSQQNILSSKIAECCK.... Result: 0 (no interaction). (6) The miRNA is mmu-miR-1938 with sequence CGGUGGGACUUGUAGUUCGGUC. Result: 0 (no interaction). The protein sequence of the target gene is MADPEVCCFITKILCAHGGRMALDALLQEIALSEPQLCEVLQVAGPDRFVVLETGGEAGITRSVVATTRARVCRRKYCQRPCDNLHLCKLNLLGRCNYSQSERNLCKYSHEVLSEENFKVLKNHELSGLNKEELAVLLLQSDPFFMPEICKSYKGEGRQQICNQQPPCSRLHICDHFTRGNCRFPNCLRSHNLMDRKVLAIMREHGLNPDVVQNIQDICNSKHMQKNPPGPRAPSSHRRNMAYRARSKSRDRFFQGSQEFLASASASAERSCTPSPDQISHRASLEDAPVDDLTRKFTYL.... (7) The miRNA is hsa-miR-6744-5p with sequence UGGAUGACAGUGGAGGCCU. The protein sequence of the target gene is MLSSLRRVVPSLPRGSRSLTSQQIFDREKKFGCHNYKPLPVALSKGEGCFVWDVEGKKYFDFLAAYSAVNQGHCHPKLLKVVQEQASTLTLTSRAFYNNVLGEYEEYVTKLFKYDKVLPMNTGVEACESAVKLARRWAYDVKGVKDNEAVVVFAENNFWGRSIAAISASTDPDSFARFGPFVPGFKTVPYNNLKAVEDAIKDKNVAAFMVEPIQGEAGVVLPDPGYLKGVSDLCKKYNVLFITDEVQSGLGRSGKLLAHYHDNVRPDIVVLGKALSGGFYPVSAVLCDDNVMMNIKPGEH.... Result: 0 (no interaction).